This data is from Reaction yield outcomes from USPTO patents with 853,638 reactions. The task is: Predict the reaction yield, written as a fraction of the theoretical maximum amount of product (1.0 means a 100% yield; for example, 0.34 means a 34% yield). (1) The reactants are COC1CCCC1.[C:8]1([CH3:20])[CH:13]=[C:12]([CH3:14])[CH:11]=[C:10]([CH3:15])[C:9]=1[C:16](O)([CH3:18])[CH3:17]. The catalyst is C1COCC1. The product is [CH3:18][C:16]([C:9]1[C:10]([CH3:15])=[CH:11][C:12]([CH3:14])=[CH:13][C:8]=1[CH3:20])=[CH2:17]. The yield is 0.668. (2) The product is [F:10][C:11]1[CH:19]=[CH:18][CH:17]=[CH:16][C:12]=1[C:13]([N:64]1[CH2:65][CH2:66][N:61]([C:43](=[O:42])[CH2:44][NH:45][C:46](=[O:60])[C:47]2[CH:48]=[CH:49][C:50]([O:53][C:54]3[CH:55]=[CH:56][CH:57]=[CH:58][CH:59]=3)=[CH:51][CH:52]=2)[CH2:62][CH2:63]1)=[O:15]. The catalyst is CN(C=O)C.O. The reactants are CCN(C(C)C)C(C)C.[F:10][C:11]1[CH:19]=[CH:18][CH:17]=[CH:16][C:12]=1[C:13]([OH:15])=O.CCN=C=NCCCN(C)C.C1C=CC2N(O)N=NC=2C=1.Cl.[O:42]=[C:43]([N:61]1[CH2:66][CH2:65][NH:64][CH2:63][CH2:62]1)[CH2:44][NH:45][C:46](=[O:60])[C:47]1[CH:52]=[CH:51][C:50]([O:53][C:54]2[CH:59]=[CH:58][CH:57]=[CH:56][CH:55]=2)=[CH:49][CH:48]=1. The yield is 0.420. (3) The reactants are [Cl:1][C:2]1[CH:3]=[N:4][N:5]([CH3:16])[C:6]=1[C:7]1[CH:8]=[C:9]([C:13]([OH:15])=O)[O:10][C:11]=1[CH3:12].[NH2:17][C@@H:18]([CH2:31][C:32]1[CH:37]=[CH:36][C:35]([F:38])=[CH:34][CH:33]=1)[CH2:19][N:20]1[C:28](=[O:29])[C:27]2[C:22](=[CH:23][CH:24]=[CH:25][CH:26]=2)[C:21]1=[O:30].CC(OC(N[C@H](C(O)=O)CC1C=CC=CC=1C(F)(F)F)=O)(C)C.C1CN([P+](Br)(N2CCCC2)N2CCCC2)CC1.F[P-](F)(F)(F)(F)F.CCN(C(C)C)C(C)C. The catalyst is C(Cl)(Cl)Cl. The product is [Cl:1][C:2]1[CH:3]=[N:4][N:5]([CH3:16])[C:6]=1[C:7]1[CH:8]=[C:9]([C:13]([NH:17][C@@H:18]([CH2:31][C:32]2[CH:33]=[CH:34][C:35]([F:38])=[CH:36][CH:37]=2)[CH2:19][N:20]2[C:28](=[O:29])[C:27]3[C:22](=[CH:23][CH:24]=[CH:25][CH:26]=3)[C:21]2=[O:30])=[O:15])[O:10][C:11]=1[CH3:12]. The yield is 0.670. (4) The reactants are C([N:8]1[CH2:13][CH2:12][CH:11]([C:14]2[CH:19]=[CH:18][C:17]([CH2:20][OH:21])=[CH:16][CH:15]=2)[CH:10]([OH:22])[CH2:9]1)C1C=CC=CC=1. The catalyst is C(O)C.[Pd]=O.C. The product is [OH:21][CH2:20][C:17]1[CH:16]=[CH:15][C:14]([CH:11]2[CH2:12][CH2:13][NH:8][CH2:9][CH:10]2[OH:22])=[CH:19][CH:18]=1. The yield is 0.790.